This data is from Reaction yield outcomes from USPTO patents with 853,638 reactions. The task is: Predict the reaction yield, written as a fraction of the theoretical maximum amount of product (1.0 means a 100% yield; for example, 0.34 means a 34% yield). (1) The product is [NH2:1][C:2]1[C:7]([CH:8]=[O:9])=[CH:6][CH:5]=[CH:4][N:3]=1. The yield is 0.830. The catalyst is [O-2].[O-2].[Mn+4].ClCCl. The reactants are [NH2:1][C:2]1[C:7]([CH2:8][OH:9])=[CH:6][CH:5]=[CH:4][N:3]=1. (2) The reactants are [Cl:1][C:2]1[CH:11]=[CH:10][C:5]([C:6]([O:8][CH3:9])=[O:7])=[C:4]([NH:12][CH2:13][CH2:14][CH2:15]O)[C:3]=1[NH:17][C:18](=S)[NH:19][C:20]1[C:25]([Br:26])=[CH:24][C:23]([O:27][CH3:28])=[CH:22][C:21]=1[Br:29].Cl.C(N=C=NCCCN(C)C)C.C(N(CC)CC)C.CS(Cl)(=O)=O.C(=O)([O-])[O-].[K+].[K+]. The catalyst is O1CCCC1.C(OCC)(=O)C.CN(C)C=O. The product is [Cl:1][C:2]1[CH:11]=[CH:10][C:5]([C:6]([O:8][CH3:9])=[O:7])=[C:4]2[C:3]=1[N:17]=[C:18]1[N:19]([C:20]3[C:21]([Br:29])=[CH:22][C:23]([O:27][CH3:28])=[CH:24][C:25]=3[Br:26])[CH2:15][CH2:14][CH2:13][N:12]21. The yield is 0.910. (3) The yield is 0.589. The reactants are [O:1]=[C:2]([CH2:9][CH3:10])[CH2:3][C:4]([O:6][CH2:7][CH3:8])=[O:5].[CH2:11](O)[CH2:12][OH:13].C(OCC)(OCC)OCC.O.C1(C)C=CC(S(O)(=O)=O)=CC=1. The product is [CH2:7]([O:6][C:4](=[O:5])[CH2:3][C:2]1([CH2:9][CH3:10])[O:13][CH2:12][CH2:11][O:1]1)[CH3:8]. The catalyst is C(OCC)(=O)C.CCCCCCC. (4) The reactants are [F:1][C:2]1[CH:3]=[C:4]([C:16]2[CH:17]=[N:18][CH:19]=[C:20]([N+:23]([O-])=O)[C:21]=2[NH2:22])[CH:5]=[C:6]([CH2:8][N:9]2[CH2:14][CH2:13][N:12]([CH3:15])[CH2:11][CH2:10]2)[CH:7]=1. The catalyst is CO.[Pd]. The product is [F:1][C:2]1[CH:3]=[C:4]([C:16]2[C:21]([NH2:22])=[C:20]([NH2:23])[CH:19]=[N:18][CH:17]=2)[CH:5]=[C:6]([CH2:8][N:9]2[CH2:10][CH2:11][N:12]([CH3:15])[CH2:13][CH2:14]2)[CH:7]=1. The yield is 0.860. (5) The reactants are [CH2:1]([O:8][C@H:9]1[CH2:13][C@@H:12]([O:14][Si](C)(C)C)[CH:11]=[C:10]1[CH2:19][O:20][CH2:21][C:22]1[CH:27]=[CH:26][CH:25]=[CH:24][CH:23]=1)[C:2]1[CH:7]=[CH:6][CH:5]=[CH:4][CH:3]=1.[H][H].Cl. The catalyst is O1CCCC1.[Pd].C(OCC)(=O)C.O. The product is [CH2:1]([O:8][C@@H:9]1[C@H:10]([CH2:19][O:20][CH2:21][C:22]2[CH:27]=[CH:26][CH:25]=[CH:24][CH:23]=2)[CH2:11][C@H:12]([OH:14])[CH2:13]1)[C:2]1[CH:3]=[CH:4][CH:5]=[CH:6][CH:7]=1. The yield is 0.880. (6) The reactants are [CH2:1]([C:8]1[CH:9]=[C:10]([C:24]([O:26]C)=[O:25])[C:11](=[O:23])[NH:12][C:13]=1[C:14]1[CH:19]=[CH:18][C:17]([N:20]([CH3:22])[CH3:21])=[CH:16][CH:15]=1)[C:2]1[CH:7]=[CH:6][CH:5]=[CH:4][CH:3]=1.[Li+].[OH-].Cl. The catalyst is C1COCC1. The product is [CH2:1]([C:8]1[CH:9]=[C:10]([C:24]([OH:26])=[O:25])[C:11](=[O:23])[NH:12][C:13]=1[C:14]1[CH:15]=[CH:16][C:17]([N:20]([CH3:21])[CH3:22])=[CH:18][CH:19]=1)[C:2]1[CH:7]=[CH:6][CH:5]=[CH:4][CH:3]=1. The yield is 0.720.